Task: Predict which catalyst facilitates the given reaction.. Dataset: Catalyst prediction with 721,799 reactions and 888 catalyst types from USPTO (1) Reactant: CC1(C)CCCC(C)(C)N1.[Li]CCCC.[N:16]1[CH:21]=[CH:20][CH:19]=[CH:18][N:17]=1.[CH:22]1([C:25]2[N:29](C(OC(C)(C)C)=O)[C:28]3[CH:37]=[C:38]([C:48]4[C:49]([CH3:54])=[N:50][O:51][C:52]=4[CH3:53])[CH:39]=[C:40]([C:41]([CH:43]4[CH2:47][CH2:46][CH2:45][O:44]4)=[O:42])[C:27]=3[N:26]=2)[CH2:24][CH2:23]1. Product: [CH:22]1([C:25]2[NH:29][C:28]3[CH:37]=[C:38]([C:48]4[C:49]([CH3:54])=[N:50][O:51][C:52]=4[CH3:53])[CH:39]=[C:40]([C:41]([C:21]4[N:16]=[N:17][CH:18]=[CH:19][CH:20]=4)([CH:43]4[CH2:47][CH2:46][CH2:45][O:44]4)[OH:42])[C:27]=3[N:26]=2)[CH2:24][CH2:23]1. The catalyst class is: 1. (2) Reactant: [CH3:1][C:2]1[CH2:7][C:5](=[O:6])[N:4]([C:8]2[CH:9]=[CH:10][CH:11]=[CH:12][CH:13]=2)[N:3]=1.C(=O)([O-])[O-].[K+].[K+].[CH2:20]([N:27]1[CH2:31][CH2:30][CH2:29][CH:28]1[CH2:32]Br)[C:21]1[CH:26]=[CH:25][CH:24]=[CH:23][CH:22]=1. Product: [CH2:20]([N:27]1[CH2:31][CH2:30][CH2:29][CH:28]1[CH2:32][O:6][C:5]1[N:4]([C:8]2[CH:13]=[CH:12][CH:11]=[CH:10][CH:9]=2)[N:3]=[C:2]([CH3:1])[CH:7]=1)[C:21]1[CH:26]=[CH:25][CH:24]=[CH:23][CH:22]=1. The catalyst class is: 18. (3) Reactant: [Cl:1][C:2]1[CH:3]=[N:4][C:5]([NH:11][CH:12]2[CH2:15][C:14]([F:17])([F:16])[CH2:13]2)=[C:6]([CH:10]=1)[C:7]([OH:9])=O.C1[CH:19]=[CH:20][C:21]2[N:26](O)N=N[C:22]=2[CH:23]=1.[CH3:28]CN=C=NCCCN(C)C.CCN(C(C)C)C(C)C. Product: [Cl:1][C:2]1[CH:3]=[N:4][C:5]([NH:11][CH:12]2[CH2:15][C:14]([F:17])([F:16])[CH2:13]2)=[C:6]([CH:10]=1)[C:7]([NH:26][C:21]([CH3:28])([CH2:20][CH3:19])[C:22]#[CH:23])=[O:9]. The catalyst class is: 2. (4) Reactant: COC1C=C(OC)C=CC=1C[NH:6][C:7]1[N:16]2[N:17]=[CH:18][N:19]=[C:15]2[C:14]2[C:9](=[C:10]3[O:22][C:21]([F:24])([F:23])[O:20][C:11]3=[CH:12][CH:13]=2)[N:8]=1.FC(F)(F)C(O)=O. Product: [F:24][C:21]1([F:23])[O:20][C:11]2=[CH:12][CH:13]=[C:14]3[C:9]([N:8]=[C:7]([NH2:6])[N:16]4[N:17]=[CH:18][N:19]=[C:15]34)=[C:10]2[O:22]1. The catalyst class is: 98. (5) Reactant: [CH3:1][N:2]([CH3:7])[C:3]([NH:5][NH2:6])=[S:4].[C:8](=[S:10])=S.Br[CH2:12][C:13]([C:15]12[CH2:24][CH:19]3[CH2:20][CH:21]([CH2:23][CH:17]([CH2:18]3)[CH2:16]1)[CH2:22]2)=[O:14]. Product: [C:15]12([C:13](=[O:14])[CH2:12][S:10][C:8]3[S:4][C:3]([N:2]([CH3:7])[CH3:1])=[N:5][N:6]=3)[CH2:22][CH:21]3[CH2:20][CH:19]([CH2:18][CH:17]([CH2:23]3)[CH2:16]1)[CH2:24]2. The catalyst class is: 3. (6) Reactant: [NH2:1][C:2]1[CH:7]=[CH:6][CH:5]=[CH:4][C:3]=1[OH:8].C[Si](Cl)(C)C.[C:14](Cl)(=[O:16])[CH3:15].N. Product: [OH:8][C:3]1[CH:4]=[CH:5][CH:6]=[CH:7][C:2]=1[NH:1][C:14](=[O:16])[CH3:15]. The catalyst class is: 17.